Dataset: Reaction yield outcomes from USPTO patents with 853,638 reactions. Task: Predict the reaction yield, written as a fraction of the theoretical maximum amount of product (1.0 means a 100% yield; for example, 0.34 means a 34% yield). (1) The reactants are [NH2:1][C:2]1[CH:11]=[CH:10][C:5]([C:6]([O:8][CH3:9])=[O:7])=[CH:4][CH:3]=1.[C:12]([NH:19][CH2:20][C:21](O)=[O:22])([O:14][C:15]([CH3:18])([CH3:17])[CH3:16])=[O:13].F[P-](F)(F)(F)(F)F.N1(O[P+](N(C)C)(N(C)C)N(C)C)C2C=CC=CC=2N=N1.CCN(C(C)C)C(C)C. The catalyst is CN(C=O)C. The product is [CH3:9][O:8][C:6](=[O:7])[C:5]1[CH:4]=[CH:3][C:2]([NH:1][C:21](=[O:22])[CH2:20][NH:19][C:12]([O:14][C:15]([CH3:17])([CH3:16])[CH3:18])=[O:13])=[CH:11][CH:10]=1. The yield is 0.980. (2) The reactants are [Si]([O:8][C@H:9]([C:42]1[CH:47]=[CH:46][C:45]([F:48])=[CH:44][CH:43]=1)[CH2:10][CH2:11][C@H:12]1[C:15](=[O:16])[N:14]([C:17]2[CH:22]=[CH:21][CH:20]=[CH:19][CH:18]=2)[C@@H:13]1[C:23]1[CH:28]=[CH:27][C:26]([C:29]2[CH:34]=[CH:33][CH:32]=[C:31]([P:35](=[O:40])([O:38]C)[O:36]C)[CH:30]=2)=[CH:25][C:24]=1[OH:41])(C(C)(C)C)(C)C.Br[Si](C)(C)C.CO. The catalyst is ClCCl. The product is [F:48][C:45]1[CH:46]=[CH:47][C:42]([C@@H:9]([OH:8])[CH2:10][CH2:11][C@H:12]2[C:15](=[O:16])[N:14]([C:17]3[CH:18]=[CH:19][CH:20]=[CH:21][CH:22]=3)[C@@H:13]2[C:23]2[CH:28]=[CH:27][C:26]([C:29]3[CH:34]=[CH:33][CH:32]=[C:31]([P:35](=[O:36])([OH:38])[OH:40])[CH:30]=3)=[CH:25][C:24]=2[OH:41])=[CH:43][CH:44]=1. The yield is 0.440.